From a dataset of Forward reaction prediction with 1.9M reactions from USPTO patents (1976-2016). Predict the product of the given reaction. (1) Given the reactants Cl.[CH:2]([O:5][C:6]1[CH:11]=[CH:10][N:9]=[C:8]([O:12][C@@H:13]2[CH2:18][CH2:17][C@@H:16]([CH3:19])[NH:15][CH2:14]2)[CH:7]=1)([CH3:4])[CH3:3].[N:20]1[CH:25]=[CH:24][CH:23]=[N:22][C:21]=1[C:26]1[CH:34]=[CH:33][CH:32]=[CH:31][C:27]=1[C:28](O)=[O:29].C(N(CC)CC)C.C(P1(=O)OP(=O)(CCC)OP(=O)(CCC)O1)CC, predict the reaction product. The product is: [CH3:19][C@@H:16]1[CH2:17][CH2:18][C@@H:13]([O:12][C:8]2[CH:7]=[C:6]([O:5][CH:2]([CH3:4])[CH3:3])[CH:11]=[CH:10][N:9]=2)[CH2:14][N:15]1[C:28]([C:27]1[CH:31]=[CH:32][CH:33]=[CH:34][C:26]=1[C:21]1[N:20]=[CH:25][CH:24]=[CH:23][N:22]=1)=[O:29]. (2) The product is: [Ca:21].[CH3:1][CH2:2][CH2:3][CH2:4][CH2:5][N:6]([CH2:8][CH2:9][C:10]([P:16]([OH:19])([OH:18])=[O:17])([P:12]([OH:15])([OH:14])=[O:13])[OH:11])[CH3:7]. Given the reactants [CH3:1][CH2:2][CH2:3][CH2:4][CH2:5][N:6]([CH2:8][CH2:9][C:10]([P:16]([OH:19])([OH:18])=[O:17])([P:12]([OH:15])([OH:14])=[O:13])[OH:11])[CH3:7].[OH-].[Ca+2:21].[OH-], predict the reaction product. (3) The product is: [CH2:3]([O:5][C@H:6]1[C@H:7]([CH3:43])[O:8][C:9](=[O:42])[C@@H:10]([NH:23][C:24]([C:26]2[C:31]([O:32][CH2:33][C:34]3[CH:35]=[CH:36][CH:37]=[CH:38][CH:39]=3)=[C:30]([O:40][CH3:41])[CH:29]=[CH:28][N:27]=2)=[O:25])[CH2:11][O:12][C:13](=[O:22])[C@@H:14]1[CH2:15][C:16]1[CH:17]=[CH:18][CH:19]=[CH:20][CH:21]=1)[CH:2]=[CH2:1]. Given the reactants [CH3:1][CH:2](C)[C:3]([O:5][C@@H:6]1[C@@H:14]([CH2:15][C:16]2[CH:21]=[CH:20][CH:19]=[CH:18][CH:17]=2)[C:13](=[O:22])[O:12][CH2:11][C@H:10]([NH:23][C:24]([C:26]2[C:31]([O:32][CH2:33][C:34]3[CH:39]=[CH:38][CH:37]=[CH:36][CH:35]=3)=[C:30]([O:40][CH3:41])[CH:29]=[CH:28][N:27]=2)=[O:25])[C:9](=[O:42])[O:8][C@H:7]1[CH3:43])=O.C1C=CC(P(C2C=CC=CC=2)CCCCP(C2C=CC=CC=2)C2C=CC=CC=2)=CC=1, predict the reaction product. (4) Given the reactants [Cl:1][C:2]1[CH:3]=[CH:4][C:5]2[N:6]([C:8]([CH3:13])=[C:9]([CH2:11][OH:12])[N:10]=2)[N:7]=1, predict the reaction product. The product is: [Cl:1][C:2]1[CH:3]=[CH:4][C:5]2[N:6]([C:8]([CH3:13])=[C:9]([CH:11]=[O:12])[N:10]=2)[N:7]=1. (5) Given the reactants [NH2:1][CH2:2][CH:3]1[CH2:12][CH2:11][CH2:10][C:9]2[CH:8]=[C:7]([NH:13][S:14]([C:17]3[CH:22]=[CH:21][CH:20]=[C:19]([F:23])[CH:18]=3)(=[O:16])=[O:15])[CH:6]=[CH:5][C:4]1=2.[C:24](OC(=O)C)(=[O:26])[CH3:25], predict the reaction product. The product is: [F:23][C:19]1[CH:18]=[C:17]([S:14]([NH:13][C:7]2[CH:8]=[C:9]3[C:4](=[CH:5][CH:6]=2)[CH:3]([CH2:2][NH:1][C:24](=[O:26])[CH3:25])[CH2:12][CH2:11][CH2:10]3)(=[O:16])=[O:15])[CH:22]=[CH:21][CH:20]=1. (6) Given the reactants [CH3:1][O:2][C:3]([C@@H:5]1[CH2:10][C@H:9]([NH2:11])[CH2:8][CH2:7][N:6]1[CH2:12][CH:13]1[CH2:18][CH2:17][CH2:16][CH2:15][CH2:14]1)=[O:4].[OH:19][C:20]1[C:29]2[C:24](=[CH:25][CH:26]=[CH:27][CH:28]=2)[CH:23]=[CH:22][C:21]=1[C:30](O)=[O:31], predict the reaction product. The product is: [CH3:1][O:2][C:3]([C@@H:5]1[CH2:10][C@H:9]([NH:11][C:30]([C:21]2[CH:22]=[CH:23][C:24]3[C:29](=[CH:28][CH:27]=[CH:26][CH:25]=3)[C:20]=2[OH:19])=[O:31])[CH2:8][CH2:7][N:6]1[CH2:12][CH:13]1[CH2:18][CH2:17][CH2:16][CH2:15][CH2:14]1)=[O:4].